Dataset: NCI-60 drug combinations with 297,098 pairs across 59 cell lines. Task: Regression. Given two drug SMILES strings and cell line genomic features, predict the synergy score measuring deviation from expected non-interaction effect. (1) Drug 1: CC(C1=C(C=CC(=C1Cl)F)Cl)OC2=C(N=CC(=C2)C3=CN(N=C3)C4CCNCC4)N. Drug 2: C1C(C(OC1N2C=C(C(=O)NC2=O)F)CO)O. Cell line: SF-295. Synergy scores: CSS=48.8, Synergy_ZIP=1.93, Synergy_Bliss=2.21, Synergy_Loewe=-0.0754, Synergy_HSA=5.22. (2) Drug 1: CS(=O)(=O)CCNCC1=CC=C(O1)C2=CC3=C(C=C2)N=CN=C3NC4=CC(=C(C=C4)OCC5=CC(=CC=C5)F)Cl. Drug 2: C(=O)(N)NO. Cell line: HCT116. Synergy scores: CSS=-6.49, Synergy_ZIP=2.23, Synergy_Bliss=-1.59, Synergy_Loewe=-11.3, Synergy_HSA=-6.97. (3) Drug 1: CCC1=CC2CC(C3=C(CN(C2)C1)C4=CC=CC=C4N3)(C5=C(C=C6C(=C5)C78CCN9C7C(C=CC9)(C(C(C8N6C)(C(=O)OC)O)OC(=O)C)CC)OC)C(=O)OC.C(C(C(=O)O)O)(C(=O)O)O. Drug 2: CS(=O)(=O)OCCCCOS(=O)(=O)C. Cell line: SK-MEL-2. Synergy scores: CSS=46.9, Synergy_ZIP=-1.38, Synergy_Bliss=-2.67, Synergy_Loewe=-70.9, Synergy_HSA=-5.08. (4) Drug 1: CN(C)N=NC1=C(NC=N1)C(=O)N. Drug 2: B(C(CC(C)C)NC(=O)C(CC1=CC=CC=C1)NC(=O)C2=NC=CN=C2)(O)O. Cell line: MOLT-4. Synergy scores: CSS=2.70, Synergy_ZIP=-10.0, Synergy_Bliss=-24.7, Synergy_Loewe=-24.8, Synergy_HSA=-21.1. (5) Drug 1: CC1C(C(CC(O1)OC2CC(CC3=C2C(=C4C(=C3O)C(=O)C5=C(C4=O)C(=CC=C5)OC)O)(C(=O)C)O)N)O.Cl. Drug 2: C1=NC(=NC(=O)N1C2C(C(C(O2)CO)O)O)N. Cell line: SK-MEL-5. Synergy scores: CSS=18.4, Synergy_ZIP=-0.635, Synergy_Bliss=11.4, Synergy_Loewe=4.94, Synergy_HSA=6.48.